Dataset: Full USPTO retrosynthesis dataset with 1.9M reactions from patents (1976-2016). Task: Predict the reactants needed to synthesize the given product. Given the product [CH2:2]([O:4][C:5]([CH:7]1[C:12](=[O:13])[CH2:11][CH2:10][N:9]([CH2:14][C:15]2[CH:16]=[CH:17][CH:18]=[CH:19][CH:20]=2)[CH:8]1[CH2:21][CH3:22])=[O:6])[CH3:3], predict the reactants needed to synthesize it. The reactants are: Cl.[CH2:2]([O:4][C:5]([CH:7]1[C:12](=[O:13])[CH2:11][CH2:10][N:9]([CH2:14][C:15]2[CH:20]=[CH:19][CH:18]=[CH:17][CH:16]=2)[CH:8]1[CH2:21][CH3:22])=[O:6])[CH3:3].C(=O)(O)[O-].[Na+].